The task is: Predict the reactants needed to synthesize the given product.. This data is from Full USPTO retrosynthesis dataset with 1.9M reactions from patents (1976-2016). (1) Given the product [CH3:1][O:2][C:3]1[CH:4]=[C:5]([CH2:11][CH:12]([NH2:24])[CH:13]([CH3:15])[CH3:14])[CH:6]=[CH:7][C:8]=1[O:9][CH3:10], predict the reactants needed to synthesize it. The reactants are: [CH3:1][O:2][C:3]1[CH:4]=[C:5]([CH2:11][C:12](=O)[CH:13]([CH3:15])[CH3:14])[CH:6]=[CH:7][C:8]=1[O:9][CH3:10].C([O-])(=O)C.[NH4+].[BH3-]C#[N:24].[Na+].[OH-].[Na+]. (2) The reactants are: [CH2:1]([CH2:3][NH2:4])[OH:2].[H-].[Na+].[NH2:7][C:8]1[CH:15]=[CH:14][CH:13]=[C:12](F)[C:9]=1[C:10]#[N:11].[O:17]1CCOCC1. Given the product [NH2:7][C:8]1[CH:15]=[CH:14][CH:13]=[C:12]([O:2][CH2:1][CH2:3][NH2:4])[C:9]=1[C:10]([NH2:11])=[O:17], predict the reactants needed to synthesize it. (3) Given the product [CH3:1][N:2]([CH3:10])[S:3]([CH2:6][CH2:7][CH2:8][N:15]1[C:11](=[O:21])[C:12]2[C:13](=[CH:17][CH:18]=[CH:19][CH:20]=2)[C:14]1=[O:16])(=[O:5])=[O:4], predict the reactants needed to synthesize it. The reactants are: [CH3:1][N:2]([CH3:10])[S:3]([CH2:6][CH2:7][CH2:8]I)(=[O:5])=[O:4].[C:11]1(=[O:21])[NH:15][C:14](=[O:16])[C:13]2=[CH:17][CH:18]=[CH:19][CH:20]=[C:12]12.[K]. (4) Given the product [CH3:1][O:2][C:3]1[CH:4]=[C:5]2[C:10](=[CH:11][CH:12]=1)[CH:9]=[C:8]([C@H:13]([CH3:17])[C:14]([O:16][CH2:28][C@@:22]1([CH3:24])[CH2:21][O:20][C:19]([CH3:18])([CH3:26])[O:23]1)=[O:15])[CH:7]=[CH:6]2, predict the reactants needed to synthesize it. The reactants are: [CH3:1][O:2][C:3]1[CH:4]=[C:5]2[C:10](=[CH:11][CH:12]=1)[CH:9]=[C:8]([C@H:13]([CH3:17])[C:14]([OH:16])=[O:15])[CH:7]=[CH:6]2.[CH3:18][C:19]1([CH3:26])[O:23][C@H:22]([CH2:24]O)[CH2:21][O:20]1.Cl[CH2:28]Cl. (5) Given the product [C:19]([NH:18][CH:15]1[CH2:14][CH2:13][CH2:12][CH2:17][CH2:16]1)([NH:20][CH:21]1[CH2:26][CH2:25][CH2:24][CH2:23][CH2:22]1)=[O:2], predict the reactants needed to synthesize it. The reactants are: C[O:2]C(=O)CCCCC(O)=O.[CH2:12]1[CH2:17][CH2:16][CH:15]([N:18]=[C:19]=[N:20][CH:21]2[CH2:26][CH2:25][CH2:24][CH2:23][CH2:22]2)[CH2:14][CH2:13]1.ON1C(=O)CCC1=O.